This data is from Catalyst prediction with 721,799 reactions and 888 catalyst types from USPTO. The task is: Predict which catalyst facilitates the given reaction. (1) Reactant: Br[C:2]1[C:3]([Cl:18])=[C:4]([NH:10][C:11](=[O:17])[O:12][C:13]([CH3:16])([CH3:15])[CH3:14])[CH:5]=[C:6]([C:8]#[N:9])[CH:7]=1.[CH2:19]1[C:23]2([CH2:28][CH2:27][NH:26][CH2:25][CH2:24]2)[CH2:22][CH2:21][N:20]1[C:29](=[O:31])[CH3:30].C1C=CC(P(C2C(C3C(P(C4C=CC=CC=4)C4C=CC=CC=4)=CC=C4C=3C=CC=C4)=C3C(C=CC=C3)=CC=2)C2C=CC=CC=2)=CC=1.C([O-])([O-])=O.[Cs+].[Cs+]. Product: [C:29]([N:20]1[CH2:21][CH2:22][C:23]2([CH2:28][CH2:27][N:26]([C:2]3[C:3]([Cl:18])=[C:4]([NH:10][C:11](=[O:17])[O:12][C:13]([CH3:16])([CH3:15])[CH3:14])[CH:5]=[C:6]([C:8]#[N:9])[CH:7]=3)[CH2:25][CH2:24]2)[CH2:19]1)(=[O:31])[CH3:30]. The catalyst class is: 62. (2) Reactant: [F:1][C:2]1[CH:7]=[CH:6][CH:5]=[CH:4][C:3]=1B(O)O.C(=O)([O-])[O-].[K+].[K+].[Cl:17][C:18]1[CH:23]=[C:22](Cl)[N:21]=[C:20]([CH3:25])[N:19]=1.[Cl-].[NH4+]. Product: [Cl:17][C:18]1[CH:23]=[C:22]([C:3]2[CH:4]=[CH:5][CH:6]=[CH:7][C:2]=2[F:1])[N:21]=[C:20]([CH3:25])[N:19]=1. The catalyst class is: 658. (3) Reactant: [C:1]1([C:7](=[N:14][CH:15]2[CH2:19][CH2:18][O:17][C:16]2=[O:20])[C:8]2[CH:13]=[CH:12][CH:11]=[CH:10][CH:9]=2)[CH:6]=[CH:5][CH:4]=[CH:3][CH:2]=1.C[Si]([N-][Si](C)(C)C)(C)C.[Na+].[CH2:31](Br)[C:32]1[CH:37]=[CH:36][CH:35]=[CH:34][CH:33]=1. Product: [CH2:31]([C:15]1([N:14]=[C:7]([C:8]2[CH:13]=[CH:12][CH:11]=[CH:10][CH:9]=2)[C:1]2[CH:6]=[CH:5][CH:4]=[CH:3][CH:2]=2)[CH2:19][CH2:18][O:17][C:16]1=[O:20])[C:32]1[CH:37]=[CH:36][CH:35]=[CH:34][CH:33]=1. The catalyst class is: 3.